From a dataset of Full USPTO retrosynthesis dataset with 1.9M reactions from patents (1976-2016). Predict the reactants needed to synthesize the given product. (1) Given the product [Cl:72][C:67]1[CH:66]=[C:65]([CH:70]=[CH:69][C:68]=1[Cl:71])[CH2:64][O:63][C:60]1[CH:61]=[CH:62][C:57]([C@H:55]2[CH2:54][O:53][C:49]3=[CH:50][C:51]4[CH2:52][C@@H:43]([C:41]([NH:40][C@@H:23]([CH2:24][C:25]5[CH:26]=[CH:27][C:28]([O:31][C:32]6[CH:37]=[CH:36][N:35]=[C:34]([CH3:38])[C:33]=6[CH3:39])=[CH:29][CH:30]=5)[C:22]([OH:21])=[O:73])=[O:42])[N:44]([C:13](=[O:14])[NH:7][C:5]5[O:4][N:3]=[C:2]([CH3:1])[CH:6]=5)[CH2:45][C:46]=4[CH:47]=[C:48]3[O:56]2)=[CH:58][CH:59]=1, predict the reactants needed to synthesize it. The reactants are: [CH3:1][C:2]1[CH:6]=[C:5]([NH2:7])[O:4][N:3]=1.C1N=CN([C:13](N2C=NC=C2)=[O:14])C=1.C[O:21][C:22](=[O:73])[C@@H:23]([NH:40][C:41]([C@@H:43]1[CH2:52][C:51]2[CH:50]=[C:49]3[O:53][CH2:54][C@H:55]([C:57]4[CH:62]=[CH:61][C:60]([O:63][CH2:64][C:65]5[CH:70]=[CH:69][C:68]([Cl:71])=[C:67]([Cl:72])[CH:66]=5)=[CH:59][CH:58]=4)[O:56][C:48]3=[CH:47][C:46]=2[CH2:45][NH:44]1)=[O:42])[CH2:24][C:25]1[CH:30]=[CH:29][C:28]([O:31][C:32]2[CH:37]=[CH:36][N:35]=[C:34]([CH3:38])[C:33]=2[CH3:39])=[CH:27][CH:26]=1. (2) The reactants are: [CH3:1][C:2]1([C:7]2[N:8]=[C:9]([CH2:12][N:13]3[CH:17]=[CH:16][C:15]([NH2:18])=[N:14]3)[S:10][CH:11]=2)[O:6]CCO1.[CH3:19][C:20]1[O:21][C:22]([C:28]2[CH:33]=[CH:32][CH:31]=[CH:30][CH:29]=2)=[C:23]([C:25](O)=[O:26])[N:24]=1. Given the product [C:2]([C:7]1[N:8]=[C:9]([CH2:12][N:13]2[CH:17]=[CH:16][C:15]([NH:18][C:25]([C:23]3[N:24]=[C:20]([CH3:19])[O:21][C:22]=3[C:28]3[CH:29]=[CH:30][CH:31]=[CH:32][CH:33]=3)=[O:26])=[N:14]2)[S:10][CH:11]=1)(=[O:6])[CH3:1], predict the reactants needed to synthesize it.